Dataset: Full USPTO retrosynthesis dataset with 1.9M reactions from patents (1976-2016). Task: Predict the reactants needed to synthesize the given product. (1) Given the product [Cl:24][C:20]1[CH:19]=[C:18]([CH:23]=[CH:22][CH:21]=1)[C:17]([N:15]([CH3:16])[C:7]1[N:8]=[C:9]2[CH2:14][CH2:13][CH2:12][CH2:11][N:10]2[C:6]=1[C:4]([OH:5])=[O:3])=[O:25].[N:32]1[CH:31]=[C:30]([C:28]([OH:29])=[O:27])[N:34]2[CH2:35][CH2:36][CH2:37][CH2:38][C:33]=12, predict the reactants needed to synthesize it. The reactants are: C([O:3][C:4]([C:6]1[N:10]2[CH2:11][CH2:12][CH2:13][CH2:14][C:9]2=[N:8][C:7]=1[N:15]([C:17](=[O:25])[C:18]1[CH:23]=[CH:22][CH:21]=[C:20]([Cl:24])[CH:19]=1)[CH3:16])=[O:5])C.C[O:27][C:28]([C:30]1[N:34]2[CH2:35][CH2:36][CH2:37][CH2:38][C:33]2=[N:32][C:31]=1N(C(=O)C1C=CC=C(Cl)C=1)C)=[O:29].[OH-].[Na+]. (2) Given the product [Cl:1][C:2]1[CH:3]=[CH:4][C:5]([C:6]([NH:8][C:9]2[CH:13]=[CH:12][N:11]([CH2:14][C:15](=[O:17])[NH:20][C:21]3[CH:26]=[CH:25][C:24]([N:27]4[CH:32]=[CH:31][CH:30]=[CH:29][C:28]4=[O:33])=[CH:23][C:22]=3[F:34])[N:10]=2)=[O:7])=[CH:18][CH:19]=1, predict the reactants needed to synthesize it. The reactants are: [Cl:1][C:2]1[CH:19]=[CH:18][C:5]([C:6]([NH:8][C:9]2[CH:13]=[CH:12][N:11]([CH2:14][C:15]([OH:17])=O)[N:10]=2)=[O:7])=[CH:4][CH:3]=1.[NH2:20][C:21]1[CH:26]=[CH:25][C:24]([N:27]2[CH:32]=[CH:31][CH:30]=[CH:29][C:28]2=[O:33])=[CH:23][C:22]=1[F:34]. (3) The reactants are: C([N:8]1[C:12]2[CH:13]=[CH:14][C:15]3[CH2:16][CH2:17][C:18](=[CH:20][C:21]#[N:22])[C:19]=3[C:11]=2[N:10]=[C:9]1[CH3:23])C1C=CC=CC=1.C(N(CC)CC)C.[C:31](OC(=O)C)(=[O:33])[CH3:32]. Given the product [CH3:23][C:9]1[NH:10][C:11]2[C:19]3[CH:18]([CH2:20][CH2:21][NH:22][C:31](=[O:33])[CH3:32])[CH2:17][CH2:16][C:15]=3[CH:14]=[CH:13][C:12]=2[N:8]=1, predict the reactants needed to synthesize it. (4) Given the product [CH3:58][O:57][C:54](=[O:56])[CH2:55][N:14]1[C:15](=[O:16])[CH:9]([NH:8][C:6]([O:5][C:1]([CH3:4])([CH3:2])[CH3:3])=[O:7])[CH2:10][NH:11][C:12]2[CH:20]=[CH:19][CH:18]=[CH:17][C:13]1=2, predict the reactants needed to synthesize it. The reactants are: [C:1]([O:5][C:6]([NH:8][C@@H:9]1[C:15](=[O:16])[NH:14][C:13]2[CH:17]=[CH:18][CH:19]=[CH:20][C:12]=2[NH:11][CH2:10]1)=[O:7])([CH3:4])([CH3:3])[CH3:2].Cl.CN(C)CCCN=C=NCC.C(OC(NC(CNC1C=CC=CC=1N)C(O)=O)=O)(C)(C)C.[C:54]([O:57][CH2:58]C)(=[O:56])[CH3:55]. (5) Given the product [Br:21][CH2:2][C:3]1[CH:8]=[CH:7][C:6]([CH2:9][CH2:10][C:11]2[N:12]=[C:13]([NH:16][C:17](=[O:19])[CH3:18])[S:14][CH:15]=2)=[CH:5][CH:4]=1, predict the reactants needed to synthesize it. The reactants are: O[CH2:2][C:3]1[CH:8]=[CH:7][C:6]([CH2:9][CH2:10][C:11]2[N:12]=[C:13]([NH:16][C:17](=[O:19])[CH3:18])[S:14][CH:15]=2)=[CH:5][CH:4]=1.C(Br)(Br)(Br)[Br:21].C1(P(C2C=CC=CC=2)C2C=CC=CC=2)C=CC=CC=1.